Dataset: Forward reaction prediction with 1.9M reactions from USPTO patents (1976-2016). Task: Predict the product of the given reaction. (1) The product is: [CH3:25][S:22]([C:19]1[CH:20]=[CH:21][C:16]([O:15][C:9]2[C:10]([C:13]#[N:14])=[N:11][CH:12]=[C:7]([S:26][C:27]3[CH:32]=[CH:31][CH:30]=[CH:29][N:28]=3)[CH:8]=2)=[CH:17][CH:18]=1)(=[O:24])=[O:23]. Given the reactants CN(C)C=O.Br[C:7]1[CH:8]=[C:9]([O:15][C:16]2[CH:21]=[CH:20][C:19]([S:22]([CH3:25])(=[O:24])=[O:23])=[CH:18][CH:17]=2)[C:10]([C:13]#[N:14])=[N:11][CH:12]=1.[SH:26][C:27]1[CH:32]=[CH:31][CH:30]=[CH:29][N:28]=1.[H-].[Na+], predict the reaction product. (2) Given the reactants [CH3:1][O:2][C:3]1[CH:4]=[C:5]2[C:10](=[C:11]([N+:13]([O-:15])=[O:14])[CH:12]=1)[N:9]=[CH:8][CH:7]=[CH:6]2.[C:16]12(C(O)=O)[CH2:25][CH:20]3[CH2:21][CH:22]([CH2:24][CH:18]([CH2:19]3)[CH2:17]1)[CH2:23]2.OS(O)(=O)=O.S(OOS([O-])(=O)=O)([O-])(=O)=O.[NH4+].[NH4+].C(=O)=O.[NH4+].[OH-], predict the reaction product. The product is: [CH:16]12[CH2:25][CH:20]3[CH2:21][CH:22]([CH2:24][CH:18]([CH2:19]3)[CH:17]1[C:8]1[CH:7]=[CH:6][C:5]3[C:10](=[C:11]([N+:13]([O-:15])=[O:14])[CH:12]=[C:3]([O:2][CH3:1])[CH:4]=3)[N:9]=1)[CH2:23]2. (3) Given the reactants [NH2:1][C:2]1[C:3]([NH2:14])=[N:4][CH:5]=[C:6]([CH:13]=1)[C:7]([O:9][CH:10]([CH3:12])[CH3:11])=[O:8].Br[CH2:16][C:17](=O)[CH3:18], predict the reaction product. The product is: [NH2:1][C:2]1[C:3]2[N:4]([CH:16]=[C:17]([CH3:18])[N:14]=2)[CH:5]=[C:6]([C:7]([O:9][CH:10]([CH3:11])[CH3:12])=[O:8])[CH:13]=1.